Dataset: Full USPTO retrosynthesis dataset with 1.9M reactions from patents (1976-2016). Task: Predict the reactants needed to synthesize the given product. (1) Given the product [CH2:12]([O:19][CH2:20][C@@:21]1([C:26]([O:28][CH3:29])=[O:27])[CH2:25][CH2:24][CH2:23][N:22]1[S:8]([C:5]1[CH:6]=[CH:7][C:2]([F:1])=[CH:3][CH:4]=1)(=[O:10])=[O:9])[C:13]1[CH:14]=[CH:15][CH:16]=[CH:17][CH:18]=1, predict the reactants needed to synthesize it. The reactants are: [F:1][C:2]1[CH:7]=[CH:6][C:5]([S:8](Cl)(=[O:10])=[O:9])=[CH:4][CH:3]=1.[CH2:12]([O:19][CH2:20][C@@:21]1([C:26]([O:28][CH3:29])=[O:27])[CH2:25][CH2:24][CH2:23][NH:22]1)[C:13]1[CH:18]=[CH:17][CH:16]=[CH:15][CH:14]=1.CCN(C(C)C)C(C)C. (2) Given the product [Cl:1][C:2]1[C:3]([C:15]2[C:23]3[C:18](=[CH:19][CH:20]=[CH:21][CH:22]=3)[N:17]([S:24]([C:27]3[CH:32]=[CH:31][CH:30]=[CH:29][CH:28]=3)(=[O:26])=[O:25])[CH:16]=2)=[N:4][C:5]([NH:8][CH:9]2[CH2:14][CH2:13][CH2:12][N:11]([C:34]([NH:33][C:36]3[CH:37]=[CH:38][C:39]([N+:42]([O-:44])=[O:43])=[CH:40][CH:41]=3)=[O:35])[CH2:10]2)=[N:6][CH:7]=1, predict the reactants needed to synthesize it. The reactants are: [Cl:1][C:2]1[C:3]([C:15]2[C:23]3[C:18](=[CH:19][CH:20]=[CH:21][CH:22]=3)[N:17]([S:24]([C:27]3[CH:32]=[CH:31][CH:30]=[CH:29][CH:28]=3)(=[O:26])=[O:25])[CH:16]=2)=[N:4][C:5]([NH:8][CH:9]2[CH2:14][CH2:13][CH2:12][NH:11][CH2:10]2)=[N:6][CH:7]=1.[N:33]([C:36]1[CH:41]=[CH:40][C:39]([N+:42]([O-:44])=[O:43])=[CH:38][CH:37]=1)=[C:34]=[O:35]. (3) Given the product [CH:30]1([NH:20][C:4]2[C:5]3[N:6]([C:8]([C:11]([NH:13][C:14]4[CH:19]=[CH:18][N:17]=[CH:16][N:15]=4)=[O:12])=[CH:9][N:10]=3)[N:7]=[C:2]([NH:33][C@H:34]3[CH2:39][CH2:38][C@H:37]([NH:40][C:42]([NH:41][C:44]4[CH:45]=[N:46][CH:47]=[CH:48][CH:49]=4)=[O:43])[CH2:36][CH2:35]3)[CH:3]=2)[CH2:31][CH2:32]1, predict the reactants needed to synthesize it. The reactants are: Cl[C:2]1[CH:3]=[C:4]([N:20]([CH:30]2[CH2:32][CH2:31]2)CC2C=CC(OC)=CC=2)[C:5]2[N:6]([C:8]([C:11]([NH:13][C:14]3[CH:19]=[CH:18][N:17]=[CH:16][N:15]=3)=[O:12])=[CH:9][N:10]=2)[N:7]=1.[NH2:33][C@H:34]1[CH2:39][CH2:38][C@H:37]([NH2:40])[CH2:36][CH2:35]1.[N:41]([C:44]1[CH:45]=[N:46][CH:47]=[CH:48][CH:49]=1)=[C:42]=[O:43].C(O)(C(F)(F)F)=O.